This data is from Catalyst prediction with 721,799 reactions and 888 catalyst types from USPTO. The task is: Predict which catalyst facilitates the given reaction. Reactant: [CH2:1]([N:5]1[C:17]2[C:16]3[CH:15]=[CH:14][CH:13]=[CH:12][C:11]=3[N:10]=[C:9](N)[C:8]=2[N:7]=[CH:6]1)[CH:2]([CH3:4])[CH3:3].[C:19]([O:23][C:24]([N:26]([CH3:43])[CH2:27][C:28]([O:30]C(=O)CN(C)C(OC(C)(C)C)=O)=[O:29])=[O:25])([CH3:22])([CH3:21])[CH3:20].C(N(CC)CC)C. Product: [C:24]([N:26]([CH2:27][C:28]([OH:30])=[O:29])[CH3:43])([O:23][C:19]([CH3:21])([CH3:22])[CH3:20])=[O:25].[CH2:1]([N:5]1[C:17]2[C:16]3[CH:15]=[CH:14][CH:13]=[CH:12][C:11]=3[N:10]=[C:9]([C:24]([NH2:26])=[O:23])[C:8]=2[N:7]=[CH:6]1)[CH:2]([CH3:4])[CH3:3]. The catalyst class is: 13.